This data is from Catalyst prediction with 721,799 reactions and 888 catalyst types from USPTO. The task is: Predict which catalyst facilitates the given reaction. (1) Reactant: CCOC(/N=N/C(OCC)=O)=O.[C:13]([N:20]1[CH2:25][CH2:24][CH2:23][C@H:22](O)[CH2:21]1)([O:15][C:16]([CH3:19])([CH3:18])[CH3:17])=[O:14].[Br:27][C:28]1[C:36]2[C:35]([Cl:37])=[N:34][CH:33]=[N:32][C:31]=2[NH:30][CH:29]=1.C1(P(C2C=CC=CC=2)C2C=CC=CC=2)C=CC=CC=1. Product: [Br:27][C:28]1[C:36]2[C:35]([Cl:37])=[N:34][CH:33]=[N:32][C:31]=2[N:30]([C@@H:22]2[CH2:23][CH2:24][CH2:25][N:20]([C:13]([O:15][C:16]([CH3:19])([CH3:18])[CH3:17])=[O:14])[CH2:21]2)[CH:29]=1. The catalyst class is: 1. (2) Reactant: Cl.C[O:3][C:4](=[O:11])[C@H:5]([CH2:7][CH:8]([CH3:10])[CH3:9])[NH2:6].BrCC(OC)OC.CCN(CC)CC. Product: [NH2:6][C@H:5]([C:4]([OH:11])=[O:3])[CH2:7][CH:8]([CH3:10])[CH3:9]. The catalyst class is: 3. (3) Reactant: [F:1][C:2]1[C:7]([O:8][CH3:9])=[CH:6][CH:5]=[CH:4][C:3]=1[CH:10]([C:23]1([C:26]([F:29])([F:28])[F:27])CO1)[CH2:11][NH:12][C:13]1[CH:22]=[CH:21][CH:20]=[C:19]2[C:14]=1[CH:15]=[CH:16]C=[N:18]2.[C:30](=[O:33])([O-])[O-].[Cs+].[Cs+].C(S)C. Product: [F:1][C:2]1[C:7]([O:8][CH3:9])=[CH:6][CH:5]=[CH:4][C:3]=1[CH:10]([C:11]1[CH:16]=[CH:15][C:14]2[C:19]([NH2:18])=[CH:20][CH:21]=[CH:22][C:13]=2[N:12]=1)[C:23]1([C:26]([F:29])([F:28])[F:27])[CH2:30][O:33]1. The catalyst class is: 3. (4) Reactant: Cl[C:2]1[N:7]=[CH:6][C:5]([C:8]([F:11])([F:10])[F:9])=[CH:4][N:3]=1.C(=O)([O-])[O-].[Na+].[Na+].[C:18]([C:22]1[CH:23]=[CH:24][C:25]([O:31][CH2:32][O:33][CH3:34])=[C:26](B(O)O)[CH:27]=1)([CH3:21])([CH3:20])[CH3:19]. Product: [C:18]([C:22]1[CH:27]=[CH:26][C:25]([O:31][CH2:32][O:33][CH3:34])=[C:24]([C:2]2[N:7]=[CH:6][C:5]([C:8]([F:11])([F:10])[F:9])=[CH:4][N:3]=2)[CH:23]=1)([CH3:21])([CH3:19])[CH3:20]. The catalyst class is: 564. (5) Reactant: [F:1][C:2]([F:16])([F:15])[C:3]1[C:4]([N:9]2[CH2:14][CH2:13][NH:12][CH2:11][CH2:10]2)=[N:5][CH:6]=[CH:7][CH:8]=1.[Cl:17][C:18]1([Cl:25])[CH2:20][C:19]1([CH3:24])[C:21](O)=[O:22].F[P-](F)(F)(F)(F)F.N1(O[P+](N(C)C)(N(C)C)N(C)C)C2C=CC=CC=2N=N1. Product: [Cl:17][C:18]1([Cl:25])[CH2:20][C:19]1([C:21]([N:12]1[CH2:11][CH2:10][N:9]([C:4]2[C:3]([C:2]([F:1])([F:15])[F:16])=[CH:8][CH:7]=[CH:6][N:5]=2)[CH2:14][CH2:13]1)=[O:22])[CH3:24]. The catalyst class is: 9.